Predict the product of the given reaction. From a dataset of Forward reaction prediction with 1.9M reactions from USPTO patents (1976-2016). (1) Given the reactants [N+:1]([C:4]1[C:9]([CH2:10][CH2:11][NH:12][CH:13]2[CH2:18][CH2:17][N:16]([C:19]([O:21][C:22]([CH3:25])([CH3:24])[CH3:23])=[O:20])[CH2:15][CH2:14]2)=[CH:8][CH:7]=[CH:6][N:5]=1)([O-])=O.[H][H].C(N(CC)CC)C.[CH3:35][OH:36], predict the reaction product. The product is: [O:36]=[C:35]1[NH:1][C:4]2[N:5]=[CH:6][CH:7]=[CH:8][C:9]=2[CH2:10][CH2:11][N:12]1[CH:13]1[CH2:18][CH2:17][N:16]([C:19]([O:21][C:22]([CH3:25])([CH3:24])[CH3:23])=[O:20])[CH2:15][CH2:14]1. (2) Given the reactants [NH2:1][N:2]1[N:11]=[C:10]([C:12]2[CH:17]=[CH:16][N:15]=[C:14]([Cl:18])[CH:13]=2)[C:9]2[C:4](=[CH:5][CH:6]=[CH:7][CH:8]=2)[C:3]1=[O:19].[OH:20][C:21]1([CH2:27][C:28](O)=[O:29])[CH2:26][CH2:25][CH2:24][CH2:23][CH2:22]1, predict the reaction product. The product is: [Cl:18][C:14]1[CH:13]=[C:12]([C:10]2[C:9]3[C:4](=[CH:5][CH:6]=[CH:7][CH:8]=3)[C:3](=[O:19])[N:2]([NH:1][C:28](=[O:29])[CH2:27][C:21]3([OH:20])[CH2:26][CH2:25][CH2:24][CH2:23][CH2:22]3)[N:11]=2)[CH:17]=[CH:16][N:15]=1. (3) Given the reactants [I-].[NH2:2][N+:3]1[CH:8]=[CH:7][CH:6]=[CH:5][CH:4]=1.C(=O)([O-])[O-].[K+].[K+].[CH2:15]([O:17][C:18](=[O:25])[C:19]#[C:20][C:21]([OH:24])([CH3:23])[CH3:22])[CH3:16], predict the reaction product. The product is: [CH2:15]([O:17][C:18]([C:19]1[C:20]([C:21]([OH:24])([CH3:23])[CH3:22])=[N:2][N:3]2[CH:8]=[CH:7][CH:6]=[CH:5][C:4]=12)=[O:25])[CH3:16]. (4) Given the reactants Br[C:2]1[C:3]([CH3:12])=[CH:4][C:5]2[O:9][C:8]([F:10])=[CH:7][C:6]=2[CH:11]=1.FC1(F)OC2C=C(C)C(C3N=C[C:26]([NH:29][C:30](=O)[C:31]4[CH:36]=[CH:35]C=CC=4F)=[N:27]C=3)=CC=2O1.[O-]P([O-])([O-])=O.[K+].[K+].[K+].CC(=O)OCC, predict the reaction product. The product is: [F:10][C:8]1[O:9][C:5]2[CH:4]=[C:3]([CH3:12])[C:2]([C:31]3[CH:36]=[CH:35][C:26]([NH2:27])=[N:29][CH:30]=3)=[CH:11][C:6]=2[CH:7]=1.